From a dataset of Catalyst prediction with 721,799 reactions and 888 catalyst types from USPTO. Predict which catalyst facilitates the given reaction. Product: [C:1]([O:4][CH:5]1[CH:10]([O:11][C:12](=[O:14])[CH3:13])[CH:9]([O:15][C:16](=[O:18])[CH3:17])[CH:8]([CH2:19][O:20][C:21](=[O:23])[CH3:22])[O:7][CH:6]1[O:24][C:25]1[CH:29]=[C:28]([CH:30]([CH3:32])[CH3:31])[S:27][C:26]=1[CH2:33][C:34]1[CH:35]=[CH:36][C:37]([O:40][CH3:41])=[CH:38][CH:39]=1)(=[O:3])[CH3:2]. Reactant: [C:1]([O:4][CH:5]1[CH:10]([O:11][C:12](=[O:14])[CH3:13])[CH:9]([O:15][C:16](=[O:18])[CH3:17])[CH:8]([CH2:19][O:20][C:21](=[O:23])[CH3:22])[O:7][CH:6]1[O:24][C:25]1[CH:29]=[C:28]([CH:30]([CH3:32])[CH3:31])[S:27][C:26]=1[C:33](=O)[C:34]1[CH:39]=[CH:38][C:37]([O:40][CH3:41])=[CH:36][CH:35]=1)(=[O:3])[CH3:2].C[Si](C)(C)Cl.C([BH3-])#N.[Na+]. The catalyst class is: 10.